This data is from Forward reaction prediction with 1.9M reactions from USPTO patents (1976-2016). The task is: Predict the product of the given reaction. (1) The product is: [CH2:1]([O:8][CH2:9][C@H:10]([NH:11][C:12](=[O:13])[O:14][C:15]([CH3:17])([CH3:16])[CH3:18])[CH2:19][OH:20])[C:2]1[CH:3]=[CH:4][CH:5]=[CH:6][CH:7]=1. Given the reactants [CH2:1]([O:8][CH2:9][C@@H:10]([C:19](ON1C(=O)CCC1=O)=[O:20])[NH:11][C:12]([O:14][C:15]([CH3:18])([CH3:17])[CH3:16])=[O:13])[C:2]1[CH:7]=[CH:6][CH:5]=[CH:4][CH:3]=1.[BH4-].[Na+].O, predict the reaction product. (2) Given the reactants Cl[C:2]1[CH:7]=[C:6]([CH2:8][C:9]([CH3:12])([CH3:11])[CH3:10])[N:5]=[CH:4][N:3]=1.C([Sn](CCCC)(CCCC)[C:18]([O:20][CH2:21][CH3:22])=[CH2:19])CCC.O.CCOC(C)=O, predict the reaction product. The product is: [CH2:21]([O:20][C:18]([C:2]1[CH:7]=[C:6]([CH2:8][C:9]([CH3:12])([CH3:11])[CH3:10])[N:5]=[CH:4][N:3]=1)=[CH2:19])[CH3:22]. (3) Given the reactants [Li+].C[Si]([N-][Si](C)(C)C)(C)C.[CH3:11][N:12]([C:21](=[O:24])[CH2:22][CH3:23])[N:13]=[C:14]([C:18]([O-:20])=O)[C:15]([O-:17])=[O:16].O, predict the reaction product. The product is: [OH:20][C:18]1[C:14]([C:15]([OH:17])=[O:16])=[N:13][N:12]([CH3:11])[C:21](=[O:24])[C:22]=1[CH3:23].